Task: Regression/Classification. Given a drug SMILES string, predict its absorption, distribution, metabolism, or excretion properties. Task type varies by dataset: regression for continuous measurements (e.g., permeability, clearance, half-life) or binary classification for categorical outcomes (e.g., BBB penetration, CYP inhibition). For this dataset (lipophilicity_astrazeneca), we predict Y.. Dataset: Experimental lipophilicity measurements (octanol/water distribution) for 4,200 compounds from AstraZeneca (1) The molecule is Cc1cnc(NS(=O)(=O)c2ccccc2)c(C)n1. The Y is -0.0300 logD. (2) The molecule is CCN(CCO)CCCOc1cc2ncnc(Nc3cc(CC(=O)Nc4cccc(F)c4F)[nH]n3)c2cc1OC. The Y is 1.94 logD. (3) The drug is c1ccc(-c2cc(NCCCCCCCCNc3cc(-c4ccccc4)nc4ccccc34)c3ccccc3n2)cc1. The Y is 2.27 logD. (4) The drug is c1ccc(-c2ccc3ccccc3n2)cc1. The Y is 4.00 logD.